Predict the reactants needed to synthesize the given product. From a dataset of Full USPTO retrosynthesis dataset with 1.9M reactions from patents (1976-2016). Given the product [CH2:1]([OH:23])[C@H:2]1[O:7][C@H:6]([O:8][C@@H:9]([C@H:14]([OH:19])[C@@H:15]([OH:18])[CH2:16][OH:17])[C@H:10]([OH:13])[CH2:11][OH:12])[C@H:5]([OH:20])[C@@H:4]([OH:21])[C@@H:3]1[OH:22].[CH2:24]([OH:46])[C@H:25]1[O:30][C@@H:29]([O:31][C@H:32]2[C@H:36]([OH:37])[C@@:35]([OH:40])([CH2:38][OH:39])[O:34][C@@H:33]2[CH2:41][OH:42])[C@H:28]([OH:43])[C@@H:27]([OH:44])[C@H:26]1[OH:45], predict the reactants needed to synthesize it. The reactants are: [CH2:1]([OH:23])[C@H:2]1[O:7][C@H:6]([O:8][C@@H:9]([C@H:14]([OH:19])[C@@H:15]([OH:18])[CH2:16][OH:17])[C@H:10]([OH:13])[CH2:11][OH:12])[C@H:5]([OH:20])[C@@H:4]([OH:21])[C@@H:3]1[OH:22].[CH2:24]([OH:46])[C@H:25]1[O:30][C@@H:29]([O:31][C@H:32]2[C@H:36]([OH:37])[C@@:35]([OH:40])([CH2:38][OH:39])[O:34][C@@H:33]2[CH2:41][OH:42])[C@H:28]([OH:43])[C@@H:27]([OH:44])[C@H:26]1[OH:45].